From a dataset of NCI-60 drug combinations with 297,098 pairs across 59 cell lines. Regression. Given two drug SMILES strings and cell line genomic features, predict the synergy score measuring deviation from expected non-interaction effect. Drug 1: CC12CCC(CC1=CCC3C2CCC4(C3CC=C4C5=CN=CC=C5)C)O. Drug 2: C1=NNC2=C1C(=O)NC=N2. Cell line: SK-MEL-2. Synergy scores: CSS=1.59, Synergy_ZIP=2.32, Synergy_Bliss=7.29, Synergy_Loewe=-2.81, Synergy_HSA=2.16.